From a dataset of Full USPTO retrosynthesis dataset with 1.9M reactions from patents (1976-2016). Predict the reactants needed to synthesize the given product. (1) The reactants are: Cl.[CH2:2]([NH:9][C:10]1[C:11]2[CH2:31][N:30](C(OC(C)(C)C)=O)[CH2:29][CH2:28][C:12]=2[N:13]=[C:14]([NH:16][C:17]2[CH:22]=[CH:21][C:20]([C:23]3[O:27][CH:26]=[N:25][CH:24]=3)=[CH:19][CH:18]=2)[N:15]=1)[C:3]1[CH:8]=[CH:7][CH:6]=[CH:5][CH:4]=1. Given the product [CH2:2]([NH:9][C:10]1[C:11]2[CH2:31][NH:30][CH2:29][CH2:28][C:12]=2[N:13]=[C:14]([NH:16][C:17]2[CH:18]=[CH:19][C:20]([C:23]3[O:27][CH:26]=[N:25][CH:24]=3)=[CH:21][CH:22]=2)[N:15]=1)[C:3]1[CH:4]=[CH:5][CH:6]=[CH:7][CH:8]=1, predict the reactants needed to synthesize it. (2) Given the product [CH:12]([Si:11]([CH:18]([CH3:20])[CH3:19])([CH:15]([CH3:17])[CH3:16])[N:8]1[C:5]2=[N:6][CH:7]=[C:2]([OH:27])[CH:3]=[C:4]2[CH:10]=[CH:9]1)([CH3:14])[CH3:13], predict the reactants needed to synthesize it. The reactants are: Br[C:2]1[CH:3]=[C:4]2[CH:10]=[CH:9][N:8]([Si:11]([CH:18]([CH3:20])[CH3:19])([CH:15]([CH3:17])[CH3:16])[CH:12]([CH3:14])[CH3:13])[C:5]2=[N:6][CH:7]=1.C([Li])CCC.C[O:27]B(OC)OC.O. (3) Given the product [CH2:17]([N:24]1[CH2:30][CH:2]2[C:1](=[O:7])[NH:5][C:4](=[O:6])[CH:3]2[CH2:25]1)[C:18]1[CH:23]=[CH:22][CH:21]=[CH:20][CH:19]=1, predict the reactants needed to synthesize it. The reactants are: [C:1]1(=[O:7])[NH:5][C:4](=[O:6])[CH:3]=[CH:2]1.N#N.FC(F)(F)C(O)=O.[CH2:17]([N:24]([CH2:30]OC)[CH2:25][Si](C)(C)C)[C:18]1[CH:23]=[CH:22][CH:21]=[CH:20][CH:19]=1.